This data is from Forward reaction prediction with 1.9M reactions from USPTO patents (1976-2016). The task is: Predict the product of the given reaction. (1) Given the reactants Cl[C:2]([O:4][C@H:5]1[CH2:29][CH2:28][C@@:27]2([CH3:30])[C:7](=[CH:8][CH2:9][C@@H:10]3[C@@H:26]2[CH2:25][CH2:24][C@@:23]2([CH3:31])[C@H:11]3[CH2:12][CH2:13][C@@H:14]2[C@H:15]([CH3:22])[CH2:16][CH2:17][CH2:18][CH:19]([CH3:21])[CH3:20])[CH2:6]1)=[O:3].[CH3:32][N:33]([CH3:37])[CH2:34][CH2:35][NH2:36].II, predict the reaction product. The product is: [CH3:22][C@@H:15]([C@@H:14]1[C@@:23]2([CH3:31])[CH2:24][CH2:25][C@@H:26]3[C@@:27]4([CH3:30])[CH2:28][CH2:29][C@H:5]([O:4][C:2]([NH:36][CH2:35][CH2:34][N:33]([CH3:37])[CH3:32])=[O:3])[CH2:6][C:7]4=[CH:8][CH2:9][C@H:10]3[C@@H:11]2[CH2:12][CH2:13]1)[CH2:16][CH2:17][CH2:18][CH:19]([CH3:21])[CH3:20]. (2) Given the reactants Br[C:2]1[CH:3]=[CH:4][C:5]2[S:9][C:8]([CH3:10])=[N:7][C:6]=2[CH:11]=1.[CH3:12][C:13]1([CH3:29])[C:17]([CH3:19])([CH3:18])[O:16][B:15]([B:15]2[O:16][C:17]([CH3:19])([CH3:18])[C:13]([CH3:29])([CH3:12])[O:14]2)[O:14]1.C([O-])(=O)C.[K+], predict the reaction product. The product is: [CH3:10][C:8]1[S:9][C:5]2[CH:4]=[CH:3][C:2]([B:15]3[O:16][C:17]([CH3:19])([CH3:18])[C:13]([CH3:29])([CH3:12])[O:14]3)=[CH:11][C:6]=2[N:7]=1. (3) Given the reactants [CH3:1][O:2][C:3]1[CH:4]=[C:5]2[C:9](=[C:10]([CH3:12])[CH:11]=1)[NH:8][CH:7]=[C:6]2[CH:13]1[CH2:18][CH2:17][N:16]([CH3:19])[CH2:15][CH2:14]1.[H-].[K+].[CH2:22](OS(C1C=CC(C)=CC=1)(=O)=O)[CH2:23][C:24]1[CH:29]=[CH:28][CH:27]=[CH:26][CH:25]=1.C1OCCOCCOCCOCCOCCOC1, predict the reaction product. The product is: [CH3:1][O:2][C:3]1[CH:4]=[C:5]2[C:9](=[C:10]([CH3:12])[CH:11]=1)[N:8]([CH2:22][CH2:23][C:24]1[CH:29]=[CH:28][CH:27]=[CH:26][CH:25]=1)[CH:7]=[C:6]2[CH:13]1[CH2:14][CH2:15][N:16]([CH3:19])[CH2:17][CH2:18]1. (4) Given the reactants [Cl:1][C:2]1[CH:3]=[C:4]([C:9]2(O)[CH2:14][CH2:13][N:12](C(OCC3C=CC=CC=3)=O)[CH2:11][CH2:10]2)[CH:5]=[CH:6][C:7]=1[F:8].FC(F)(F)C(O)=O, predict the reaction product. The product is: [Cl:1][C:2]1[CH:3]=[C:4]([C:9]2[CH2:14][CH2:13][NH:12][CH2:11][CH:10]=2)[CH:5]=[CH:6][C:7]=1[F:8]. (5) Given the reactants [CH2:1]([O:3][C:4]([C:6]1([C:9]2[CH:14]=[CH:13][C:12]([C:15]3[CH:20]=[CH:19][C:18]([C:21]4[O:25][N:24]=[C:23]([CH3:26])[C:22]=4[NH:27][C:28]4[CH:33]=[CH:32][CH:31]=[C:30](Br)[CH:29]=4)=[CH:17][CH:16]=3)=[CH:11][CH:10]=2)[CH2:8][CH2:7]1)=[O:5])[CH3:2].[CH3:35][O:36][C:37]1[CH:38]=[C:39](B(O)O)[CH:40]=[N:41][CH:42]=1, predict the reaction product. The product is: [CH2:1]([O:3][C:4]([C:6]1([C:9]2[CH:14]=[CH:13][C:12]([C:15]3[CH:20]=[CH:19][C:18]([C:21]4[O:25][N:24]=[C:23]([CH3:26])[C:22]=4[NH:27][C:28]4[CH:33]=[CH:32][CH:31]=[C:30]([C:39]5[CH:40]=[N:41][CH:42]=[C:37]([O:36][CH3:35])[CH:38]=5)[CH:29]=4)=[CH:17][CH:16]=3)=[CH:11][CH:10]=2)[CH2:8][CH2:7]1)=[O:5])[CH3:2]. (6) Given the reactants [NH:1]1[CH2:6][CH2:5][S:4](=[O:8])(=[O:7])[CH2:3][CH2:2]1.Cl.[C-:10]#[N:11].[Na+].[F:13][C:14]1[CH:21]=[CH:20][C:17]([CH:18]=O)=[CH:16][CH:15]=1, predict the reaction product. The product is: [O:7]=[S:4]1(=[O:8])[CH2:5][CH2:6][N:1]([CH:18]([C:17]2[CH:20]=[CH:21][C:14]([F:13])=[CH:15][CH:16]=2)[C:10]#[N:11])[CH2:2][CH2:3]1. (7) Given the reactants [NH:1]1[C:9]2[C:4](=[CH:5][CH:6]=[CH:7][C:8]=2[C:10]([OH:12])=O)[CH:3]=[CH:2]1.CN(C(ON1N=NC2C=CC=CC1=2)=[N+](C)C)C.[B-](F)(F)(F)F.C(N(CC)C(C)C)(C)C.[C:44]([C:48]1[CH:64]=[CH:63][C:51]([CH2:52][NH:53][CH2:54][CH2:55][CH2:56][C:57]2[CH:62]=[CH:61][CH:60]=[CH:59][CH:58]=2)=[CH:50][CH:49]=1)([CH3:47])([CH3:46])[CH3:45], predict the reaction product. The product is: [C:44]([C:48]1[CH:64]=[CH:63][C:51]([CH2:52][N:53]([CH2:54][CH2:55][CH2:56][C:57]2[CH:62]=[CH:61][CH:60]=[CH:59][CH:58]=2)[C:10]([C:8]2[CH:7]=[CH:6][CH:5]=[C:4]3[C:9]=2[NH:1][CH:2]=[CH:3]3)=[O:12])=[CH:50][CH:49]=1)([CH3:47])([CH3:45])[CH3:46]. (8) Given the reactants CCCC[N+](CCCC)(CCCC)CCCC.[F-].[Si]([O:26][CH2:27][CH2:28][CH2:29][N:30]1[C:39]2[C:34](=[CH:35][CH:36]=[CH:37][CH:38]=2)[CH2:33][CH:32]([NH:40][C:41]([C:43]2[NH:44][C:45]3[C:50]([CH:51]=2)=[CH:49][C:48]([Cl:52])=[CH:47][CH:46]=3)=[O:42])[C:31]1=[O:53])(C(C)(C)C)(C)C, predict the reaction product. The product is: [Cl:52][C:48]1[CH:49]=[C:50]2[C:45](=[CH:46][CH:47]=1)[NH:44][C:43]([C:41]([NH:40][CH:32]1[CH2:33][C:34]3[C:39](=[CH:38][CH:37]=[CH:36][CH:35]=3)[N:30]([CH2:29][CH2:28][CH2:27][OH:26])[C:31]1=[O:53])=[O:42])=[CH:51]2. (9) Given the reactants [CH2:1]([S:4]([N:7]([C:14]1[CH:19]=[CH:18][C:17]([O:20][C:21]2[CH:22]=[C:23]3[C:28](=[CH:29][CH:30]=2)[N:27]=[CH:26][CH:25]=[N:24]3)=[CH:16][CH:15]=1)S(CCC)(=O)=O)(=[O:6])=[O:5])[CH2:2][CH3:3].[OH-].[Na+], predict the reaction product. The product is: [N:27]1[C:28]2[C:23](=[CH:22][C:21]([O:20][C:17]3[CH:16]=[CH:15][C:14]([NH:7][S:4]([CH2:1][CH2:2][CH3:3])(=[O:5])=[O:6])=[CH:19][CH:18]=3)=[CH:30][CH:29]=2)[N:24]=[CH:25][CH:26]=1. (10) Given the reactants [Cl:1][C:2]1[CH:7]=[CH:6][C:5]([S:8]([CH2:11][C:12]2[CH:17]=[C:16]([F:18])[CH:15]=[CH:14][C:13]=2[F:19])(=[O:10])=[O:9])=[CH:4][CH:3]=1.[N:20]1[CH:25]=[CH:24][C:23]([CH2:26]O)=[CH:22][CH:21]=1.C(C=P(CCCC)(CCCC)CCCC)#N.CCCCCC, predict the reaction product. The product is: [Cl:1][C:2]1[CH:7]=[CH:6][C:5]([S:8]([CH:11]([C:12]2[CH:17]=[C:16]([F:18])[CH:15]=[CH:14][C:13]=2[F:19])[CH2:26][C:23]2[CH:24]=[CH:25][N:20]=[CH:21][CH:22]=2)(=[O:10])=[O:9])=[CH:4][CH:3]=1.